From a dataset of Reaction yield outcomes from USPTO patents with 853,638 reactions. Predict the reaction yield, written as a fraction of the theoretical maximum amount of product (1.0 means a 100% yield; for example, 0.34 means a 34% yield). (1) The reactants are CC([O:4][C:5]([CH2:7][CH2:8][CH2:9]/[CH:10]=[CH:11]\[CH2:12][C@@H:13]1[C@@H:17]([CH2:18][CH2:19][C@@H:20]([OH:29])[CH2:21][CH2:22][C:23]2[CH:28]=[CH:27][CH:26]=[CH:25][CH:24]=2)[C@H:16]([OH:30])[CH2:15][C@@H:14]1[OH:31])=O)C.[C:32]([O:39][CH2:40][C:41]1[CH:42]=[N:43][C:44]([CH3:57])=[C:45]([OH:56])[C:46]=1[CH2:47][O:48][C:49](=[O:55])[CH2:50][CH2:51][CH2:52][C:53]#[CH:54])(=[O:38])[CH2:33][CH2:34][CH2:35][C:36]#[CH:37].CN(C(ON1N=NC2C=CC=CC1=2)=[N+](C)C)C.F[P-](F)(F)(F)(F)F.CCN(CC)CC. The catalyst is C(Cl)Cl. The product is [C:32]([O:39][CH2:40][C:41]1[CH:42]=[N:43][C:44]([CH3:57])=[C:45]([O:56][C:5](=[O:4])[CH2:7][CH2:8][CH2:9]/[CH:10]=[CH:11]\[CH2:12][C@H:13]2[C@@H:14]([OH:31])[CH2:15][C@@H:16]([OH:30])[C@@H:17]2[CH2:18][CH2:19][C@@H:20]([OH:29])[CH2:21][CH2:22][C:23]2[CH:24]=[CH:25][CH:26]=[CH:27][CH:28]=2)[C:46]=1[CH2:47][O:48][C:49](=[O:55])[CH2:50][CH2:51][CH2:52][C:53]#[CH:54])(=[O:38])[CH2:33][CH2:34][CH2:35][C:36]#[CH:37]. The yield is 0.650. (2) The reactants are [N:1]1[CH:6]=[CH:5][CH:4]=[CH:3][C:2]=1[N:7]1[CH2:12][CH2:11][NH:10][CH2:9][CH2:8]1.C(NC(C)C)(C)C.Cl[CH2:21][C:22]([NH:24][C:25]1[CH:30]=[CH:29][CH:28]=[C:27]([N+:31]([O-:33])=[O:32])[CH:26]=1)=[O:23]. The catalyst is C1(C)C=CC=CC=1. The product is [N+:31]([C:27]1[CH:26]=[C:25]([NH:24][C:22](=[O:23])[CH2:21][N:10]2[CH2:9][CH2:8][N:7]([C:2]3[CH:3]=[CH:4][CH:5]=[CH:6][N:1]=3)[CH2:12][CH2:11]2)[CH:30]=[CH:29][CH:28]=1)([O-:33])=[O:32]. The yield is 0.760. (3) The reactants are [NH2:1][C:2]1[C:3]([NH:23][CH3:24])=[N:4][C:5]([NH:8][C:9]2[CH:14]=[CH:13][C:12]([O:15][CH2:16][CH2:17][N:18]([CH2:21][CH3:22])[CH2:19][CH3:20])=[CH:11][CH:10]=2)=[N:6][CH:7]=1.[Cl:25][C:26]1[CH:27]=[N:28][CH:29]=[C:30]([Cl:39])[C:31]=1[C:32](=O)[C:33]([O:35]CC)=O.CC(O)=O. The catalyst is COCCO. The product is [Cl:39][C:30]1[CH:29]=[N:28][CH:27]=[C:26]([Cl:25])[C:31]=1[C:32]1[C:33](=[O:35])[N:23]([CH3:24])[C:3]2[N:4]=[C:5]([NH:8][C:9]3[CH:14]=[CH:13][C:12]([O:15][CH2:16][CH2:17][N:18]([CH2:19][CH3:20])[CH2:21][CH3:22])=[CH:11][CH:10]=3)[N:6]=[CH:7][C:2]=2[N:1]=1. The yield is 0.150. (4) The reactants are [Br:1][C:2]1[C:3]([F:12])=[C:4]2[C:10]([NH2:11])=[CH:9][NH:8][C:5]2=[N:6][CH:7]=1.[CH3:13][CH:14]([CH3:19])[CH2:15][C:16](O)=[O:17].C(N(CC)CC)C. The catalyst is C(Cl)Cl. The product is [Br:1][C:2]1[C:3]([F:12])=[C:4]2[C:10]([NH:11][C:16](=[O:17])[CH2:15][CH:14]([CH3:19])[CH3:13])=[CH:9][NH:8][C:5]2=[N:6][CH:7]=1. The yield is 0.670.